From a dataset of Forward reaction prediction with 1.9M reactions from USPTO patents (1976-2016). Predict the product of the given reaction. Given the reactants [F:1][C:2]1[CH:3]=[C:4]([CH:42]=[C:43]([F:45])[CH:44]=1)[C:5]([C:7]1[CH:8]=[C:9]2[C:13](=[CH:14][CH:15]=1)[N:12]([C:16]([C:29]1[CH:34]=[CH:33][CH:32]=[CH:31][CH:30]=1)([C:23]1[CH:28]=[CH:27][CH:26]=[CH:25][CH:24]=1)[C:17]1[CH:22]=[CH:21][CH:20]=[CH:19][CH:18]=1)[N:11]=[C:10]2[NH:35]C(=O)C(F)(F)F)=[O:6].C(O)(C)C.O1CCCC1, predict the reaction product. The product is: [NH2:35][C:10]1[C:9]2[C:13](=[CH:14][CH:15]=[C:7]([C:5]([C:4]3[CH:42]=[C:43]([F:45])[CH:44]=[C:2]([F:1])[CH:3]=3)=[O:6])[CH:8]=2)[N:12]([C:16]([C:23]2[CH:24]=[CH:25][CH:26]=[CH:27][CH:28]=2)([C:29]2[CH:30]=[CH:31][CH:32]=[CH:33][CH:34]=2)[C:17]2[CH:22]=[CH:21][CH:20]=[CH:19][CH:18]=2)[N:11]=1.